Dataset: Forward reaction prediction with 1.9M reactions from USPTO patents (1976-2016). Task: Predict the product of the given reaction. (1) The product is: [Cl:8][C:6]1[N:7]=[C:2]([N:27]2[CH2:28][CH:25]([O:24][C:23]3[CH:29]=[CH:30][C:20]([Cl:19])=[CH:21][C:22]=3[F:31])[CH2:26]2)[N:3]=[C:4]([CH3:9])[N:5]=1. Given the reactants Cl[C:2]1[N:7]=[C:6]([Cl:8])[N:5]=[C:4]([CH3:9])[N:3]=1.CCN(C(C)C)C(C)C.[Cl:19][C:20]1[CH:30]=[CH:29][C:23]([O:24][CH:25]2[CH2:28][NH:27][CH2:26]2)=[C:22]([F:31])[CH:21]=1, predict the reaction product. (2) Given the reactants [Cl:1][C:2]1[CH:22]=[C:21]([C:23]2[CH2:28][CH2:27][C:26](=[O:29])[NH:25][N:24]=2)[CH:20]=[CH:19][C:3]=1[O:4][CH2:5][CH2:6][CH2:7][N:8]1C(=O)C2C(=CC=CC=2)C1=O, predict the reaction product. The product is: [NH2:8][CH2:7][CH2:6][CH2:5][O:4][C:3]1[CH:19]=[CH:20][C:21]([C:23]2[CH2:28][CH2:27][C:26](=[O:29])[NH:25][N:24]=2)=[CH:22][C:2]=1[Cl:1]. (3) The product is: [CH2:19]([O:18][C:14](=[O:17])[CH:15]=[CH:16][C:4]1[CH:3]=[C:2]([F:1])[C:7]([C:8]([F:11])([F:10])[F:9])=[C:6]([F:12])[CH:5]=1)[CH2:20][CH2:21][CH3:22]. Given the reactants [F:1][C:2]1[CH:3]=[C:4](Br)[CH:5]=[C:6]([F:12])[C:7]=1[C:8]([F:11])([F:10])[F:9].[C:14]([O:18][CH2:19][CH2:20][CH2:21][CH3:22])(=[O:17])[CH:15]=[CH2:16].C1N2CCN(CC2)C1.C(=O)([O-])[O-].[K+].[K+], predict the reaction product. (4) Given the reactants [Br:1][C:2]1[CH:7]=[C:6]([F:8])[C:5]([CH2:9][C:10](O)=[O:11])=[C:4]([F:13])[CH:3]=1.S(Cl)([Cl:16])=O.CN(C=O)C, predict the reaction product. The product is: [Br:1][C:2]1[CH:7]=[C:6]([F:8])[C:5]([CH2:9][C:10]([Cl:16])=[O:11])=[C:4]([F:13])[CH:3]=1. (5) Given the reactants [NH:1]1[CH2:5][CH2:4][C@H:3]([OH:6])[CH2:2]1.[C:7](O[C:7]([O:9][C:10]([CH3:13])([CH3:12])[CH3:11])=[O:8])([O:9][C:10]([CH3:13])([CH3:12])[CH3:11])=[O:8], predict the reaction product. The product is: [OH:6][C@H:3]1[CH2:4][CH2:5][N:1]([C:7]([O:9][C:10]([CH3:13])([CH3:12])[CH3:11])=[O:8])[CH2:2]1. (6) Given the reactants [C:1]([O:5][C:6](=[O:16])[NH:7][CH2:8][CH:9]1[CH2:14][CH2:13][C:12](=[O:15])[CH2:11][CH2:10]1)([CH3:4])([CH3:3])[CH3:2].[CH3:17][Mg]Br, predict the reaction product. The product is: [OH:15][C:12]1([CH3:17])[CH2:11][CH2:10][CH:9]([CH2:8][NH:7][C:6](=[O:16])[O:5][C:1]([CH3:4])([CH3:2])[CH3:3])[CH2:14][CH2:13]1.